Dataset: Merck oncology drug combination screen with 23,052 pairs across 39 cell lines. Task: Regression. Given two drug SMILES strings and cell line genomic features, predict the synergy score measuring deviation from expected non-interaction effect. (1) Drug 1: Cn1nnc2c(C(N)=O)ncn2c1=O. Drug 2: CCC1(O)C(=O)OCc2c1cc1n(c2=O)Cc2cc3c(CN(C)C)c(O)ccc3nc2-1. Cell line: A427. Synergy scores: synergy=10.9. (2) Drug 1: CN1C(=O)C=CC2(C)C3CCC4(C)C(NC(=O)OCC(F)(F)F)CCC4C3CCC12. Drug 2: CCc1cnn2c(NCc3ccc[n+]([O-])c3)cc(N3CCCCC3CCO)nc12. Cell line: HT144. Synergy scores: synergy=-5.69. (3) Drug 2: Nc1ccn(C2OC(CO)C(O)C2(F)F)c(=O)n1. Drug 1: O=S1(=O)NC2(CN1CC(F)(F)F)C1CCC2Cc2cc(C=CCN3CCC(C(F)(F)F)CC3)ccc2C1. Synergy scores: synergy=4.41. Cell line: OV90.